From a dataset of Catalyst prediction with 721,799 reactions and 888 catalyst types from USPTO. Predict which catalyst facilitates the given reaction. Reactant: [C:1]1([CH:7]([CH2:11][CH2:12][OH:13])[CH2:8][CH2:9]O)[CH:6]=[CH:5][CH:4]=[CH:3][CH:2]=1.[BrH:14]. Product: [Br:14][CH2:9][CH2:8][CH:7]([C:1]1[CH:6]=[CH:5][CH:4]=[CH:3][CH:2]=1)[CH2:11][CH2:12][OH:13]. The catalyst class is: 11.